This data is from Forward reaction prediction with 1.9M reactions from USPTO patents (1976-2016). The task is: Predict the product of the given reaction. (1) Given the reactants [CH2:1]([C:8]1(Br)[CH2:20][CH2:19][C:18]2[C:17]3[C:12](=[CH:13][CH:14]=[C:15]([Cl:22])[C:16]=3[Cl:21])[NH:11][C:10]=2[C:9]1=[O:23])[C:2]1[CH:7]=[CH:6][CH:5]=[CH:4][CH:3]=1.[Li+].[Br-], predict the reaction product. The product is: [CH2:1]([C:8]1[CH:20]=[CH:19][C:18]2[C:17]3[C:12](=[CH:13][CH:14]=[C:15]([Cl:22])[C:16]=3[Cl:21])[NH:11][C:10]=2[C:9]=1[OH:23])[C:2]1[CH:3]=[CH:4][CH:5]=[CH:6][CH:7]=1. (2) Given the reactants [ClH:1].[N:2]1([C@@H:11]([C:17]2[CH:22]=[CH:21][CH:20]=[CH:19][CH:18]=2)[C@H:12]([OH:16])[CH2:13][NH:14][CH3:15])[C:10]2[C:5](=[CH:6][CH:7]=[CH:8][CH:9]=2)[CH:4]=[CH:3]1.[CH3:23]C1C2C(=CC=CC=2)N([C@@H](C2C=CC=CC=2)[C@H](O)COS(C2C=CC(C)=CC=2)(=O)=O)C=1.CN, predict the reaction product. The product is: [ClH:1].[CH3:15][NH:14][CH2:13][C@@H:12]([OH:16])[C@@H:11]([N:2]1[C:10]2[C:5](=[CH:6][CH:7]=[CH:8][CH:9]=2)[C:4]([CH3:23])=[CH:3]1)[C:17]1[CH:22]=[CH:21][CH:20]=[CH:19][CH:18]=1. (3) Given the reactants [NH:1]([C:8]1[C:18](=[O:19])[C:12]2[N:13]=[C:14]([CH2:16][CH3:17])[O:15][C:11]=2[C:10](=[O:20])[CH:9]=1)[C:2]1[CH:7]=[CH:6][CH:5]=[CH:4][CH:3]=1.[Cl:21]N1C(=O)CCC1=O, predict the reaction product. The product is: [NH:1]([C:8]1[C:18](=[O:19])[C:12]2[N:13]=[C:14]([CH2:16][CH3:17])[O:15][C:11]=2[C:10](=[O:20])[C:9]=1[Cl:21])[C:2]1[CH:7]=[CH:6][CH:5]=[CH:4][CH:3]=1. (4) Given the reactants Cl[C:2]1[N:3]=[C:4]([N:13]2[CH2:18][CH2:17][O:16][CH2:15][CH2:14]2)[C:5]2[S:10][C:9](I)=[C:8]([CH3:12])[C:6]=2[N:7]=1.[C:19]1(B(O)O)[CH:24]=[CH:23][CH:22]=[CH:21][CH:20]=1.CC1(C)C(C)(C)OB([C:36]2[CH:37]=[C:38]3[CH:44]=[CH:43][NH:42][C:39]3=[N:40][CH:41]=2)O1, predict the reaction product. The product is: [CH3:12][C:8]1[C:6]2[N:7]=[C:2]([C:36]3[CH:37]=[C:38]4[CH:44]=[CH:43][NH:42][C:39]4=[N:40][CH:41]=3)[N:3]=[C:4]([N:13]3[CH2:18][CH2:17][O:16][CH2:15][CH2:14]3)[C:5]=2[S:10][C:9]=1[C:19]1[CH:24]=[CH:23][CH:22]=[CH:21][CH:20]=1. (5) Given the reactants C(=O)([O-])[O-].[K+].[K+].[NH2:7][OH:8].Cl.[CH2:10]([C@H:15]1[CH2:20][CH2:19][C@H:18]([C:21]#[N:22])[CH2:17][CH2:16]1)[CH2:11][CH2:12][CH2:13][CH3:14].C(O)C, predict the reaction product. The product is: [OH:8][NH:7][C:21]([C@H:18]1[CH2:19][CH2:20][C@H:15]([CH2:10][CH2:11][CH2:12][CH2:13][CH3:14])[CH2:16][CH2:17]1)=[NH:22]. (6) Given the reactants Cl[C:2]1[C:3]2[CH2:16][CH2:15][N:14]([C:17]3[CH:18]=[N:19][CH:20]=[CH:21][CH:22]=3)[C:4]=2[N:5]=[C:6]([N:8]2[CH2:13][CH2:12][O:11][CH2:10][CH2:9]2)[N:7]=1.COC1C=CC(C[N:30](CC2C=CC(OC)=CC=2)[C:31]2[N:36]=[CH:35][C:34](B3OC(C)(C)C(C)(C)O3)=[CH:33][N:32]=2)=CC=1, predict the reaction product. The product is: [N:8]1([C:6]2[N:7]=[C:2]([C:34]3[CH:33]=[N:32][C:31]([NH2:30])=[N:36][CH:35]=3)[C:3]3[CH2:16][CH2:15][N:14]([C:17]4[CH:18]=[N:19][CH:20]=[CH:21][CH:22]=4)[C:4]=3[N:5]=2)[CH2:13][CH2:12][O:11][CH2:10][CH2:9]1. (7) Given the reactants CO[C:3](=O)[CH2:4][C:5]([C:7]1[CH:12]=[C:11]([C:13]([CH3:16])([CH3:15])[CH3:14])[C:10]([OH:17])=[C:9]([C:18]([CH3:21])([CH3:20])[CH3:19])[CH:8]=1)=O.CO[CH:25]([O:29]C)[N:26]([CH3:28])C.Cl.[C:32]([NH2:35])(=[NH:34])[CH3:33].CC(C)([O-])C.[K+].P([O-])(O)(O)=O.[K+], predict the reaction product. The product is: [CH3:28][NH:26][C:25]([C:4]1[C:5]([C:7]2[CH:12]=[C:11]([C:13]([CH3:16])([CH3:15])[CH3:14])[C:10]([OH:17])=[C:9]([C:18]([CH3:21])([CH3:20])[CH3:19])[CH:8]=2)=[N:34][C:32]([CH3:33])=[N:35][CH:3]=1)=[O:29].